Predict the reactants needed to synthesize the given product. From a dataset of Full USPTO retrosynthesis dataset with 1.9M reactions from patents (1976-2016). (1) Given the product [C:1]([O:5][CH:6]([C:10]1[N:15]([CH3:16])[C:14](=[O:17])[C:13]2[NH:18][CH:19]=[CH:20][C:12]=2[C:11]=1[C:21]1[CH:22]=[CH:23][C:24]([CH3:27])=[CH:25][CH:26]=1)[C:7]([O:9][CH3:29])=[O:8])([CH3:4])([CH3:3])[CH3:2], predict the reactants needed to synthesize it. The reactants are: [C:1]([O:5][CH:6]([C:10]1[N:15]([CH3:16])[C:14](=[O:17])[C:13]2[NH:18][CH:19]=[CH:20][C:12]=2[C:11]=1[C:21]1[CH:26]=[CH:25][C:24]([CH3:27])=[CH:23][CH:22]=1)[C:7]([OH:9])=[O:8])([CH3:4])([CH3:3])[CH3:2].[Si](C=[N+]=[N-])(C)(C)[CH3:29]. (2) Given the product [F:18][C:19]([F:35])([F:36])[C:20]1[CH:25]=[CH:24][CH:23]=[CH:22][C:21]=1[O:26][C:27]1[CH:28]=[C:29]([CH2:30][NH:31][C:11](=[O:13])[C:10]2[CH:14]=[CH:15][CH:16]=[N:17][C:9]=2[NH2:8])[CH:32]=[CH:33][CH:34]=1, predict the reactants needed to synthesize it. The reactants are: C(N(CC)CC)C.[NH2:8][C:9]1[N:17]=[CH:16][CH:15]=[CH:14][C:10]=1[C:11]([OH:13])=O.[F:18][C:19]([F:36])([F:35])[C:20]1[CH:25]=[CH:24][CH:23]=[CH:22][C:21]=1[O:26][C:27]1[CH:28]=[C:29]([CH:32]=[CH:33][CH:34]=1)[CH2:30][NH2:31].CN([P+](ON1N=NC2C=CC=CC1=2)(N(C)C)N(C)C)C.F[P-](F)(F)(F)(F)F. (3) Given the product [N+:5]([C:8]1[CH:16]=[CH:15][C:11]([C:12]([C:22]2[CH:21]=[C:20]3[C:25](=[CH:24][CH:23]=2)[NH:17][C:18](=[O:26])[CH2:19]3)=[O:13])=[CH:10][CH:9]=1)([O-:7])=[O:6], predict the reactants needed to synthesize it. The reactants are: [Al+3].[Cl-].[Cl-].[Cl-].[N+:5]([C:8]1[CH:16]=[CH:15][C:11]([C:12](Cl)=[O:13])=[CH:10][CH:9]=1)([O-:7])=[O:6].[NH:17]1[C:25]2[C:20](=[CH:21][CH:22]=[CH:23][CH:24]=2)[CH2:19][C:18]1=[O:26].Cl. (4) Given the product [Cl:1][C:2]1[CH:7]=[CH:6][C:5]([C:8]2[N:9]=[C:10]3[CH:15]=[CH:14][CH:13]=[CH:12][N:11]3[C:16]=2[CH2:17][N:18]2[CH:23]=[CH:22][C:21]([N:24]3[CH:25]=[N:32][CH:31]=[N:30]3)=[N:20][C:19]2=[O:27])=[CH:4][CH:3]=1, predict the reactants needed to synthesize it. The reactants are: [Cl:1][C:2]1[CH:7]=[CH:6][C:5]([C:8]2[N:9]=[C:10]3[CH:15]=[CH:14][CH:13]=[CH:12][N:11]3[C:16]=2[CH2:17][N:18]2[CH:23]=[CH:22][C:21]([NH:24][CH2:25]C)=[N:20][C:19]2=[O:27])=[CH:4][CH:3]=1.ClC1C=C[N:32](CC2N3C=CC=CC3=NC=2C2C=CC(Cl)=CC=2)[C:31](=O)[N:30]=1.N1C=NC=N1. (5) Given the product [CH:1]1([N:7]2[CH2:13][C:12]([F:16])([CH:14]=[CH2:15])[C:11](=[O:17])[N:10]([CH3:18])[C:9]3[CH:19]=[N:20][C:21]([NH:23][C:24]4[CH:32]=[CH:31][C:27]([C:28]([NH:59][N:60]5[CH2:65][CH2:64][N:63]([CH3:66])[CH2:62][CH2:61]5)=[O:29])=[CH:26][C:25]=4[O:33][CH3:34])=[N:22][C:8]2=3)[CH2:5][CH2:4][CH2:3][CH2:2]1, predict the reactants needed to synthesize it. The reactants are: [CH:1]1([N:7]2[CH2:13][C:12]([F:16])([CH:14]=[CH2:15])[C:11](=[O:17])[N:10]([CH3:18])[C:9]3[CH:19]=[N:20][C:21]([NH:23][C:24]4[CH:32]=[CH:31][C:27]([C:28](O)=[O:29])=[CH:26][C:25]=4[O:33][CH3:34])=[N:22][C:8]2=3)C[CH2:5][CH2:4][CH2:3][CH2:2]1.CN(C(ON1N=NC2C=CC=NC1=2)=[N+](C)C)C.F[P-](F)(F)(F)(F)F.[NH2:59][N:60]1[CH2:65][CH2:64][N:63]([CH3:66])[CH2:62][CH2:61]1. (6) Given the product [Cl:1][C:2]1[CH:3]=[CH:4][C:5]2[NH:11][C:10](=[O:12])[C@@H:9]([CH2:13][C:14]([O:16][CH:27]([CH3:29])[CH3:28])=[O:15])[S:8][C@H:7]([C:17]3[CH:22]=[CH:21][CH:20]=[C:19]([O:23][CH3:24])[CH:18]=3)[C:6]=2[CH:25]=1, predict the reactants needed to synthesize it. The reactants are: [Cl:1][C:2]1[CH:3]=[CH:4][C:5]2[NH:11][C:10](=[O:12])[C@@H:9]([CH2:13][C:14]([OH:16])=[O:15])[S:8][C@H:7]([C:17]3[CH:22]=[CH:21][CH:20]=[C:19]([O:23][CH3:24])[CH:18]=3)[C:6]=2[CH:25]=1.I[CH:27]([CH3:29])[CH3:28].C(=O)([O-])[O-].[K+].[K+].